Task: Predict the reactants needed to synthesize the given product.. Dataset: Full USPTO retrosynthesis dataset with 1.9M reactions from patents (1976-2016) (1) Given the product [Cl:1][C:2]1[CH:7]=[CH:6][C:5]([O:8][C:9]2[CH:16]=[CH:15][C:12]([CH:13]=[CH2:20])=[CH:11][CH:10]=2)=[CH:4][C:3]=1[CH3:17], predict the reactants needed to synthesize it. The reactants are: [Cl:1][C:2]1[CH:7]=[CH:6][C:5]([O:8][C:9]2[CH:16]=[CH:15][C:12]([CH:13]=O)=[CH:11][CH:10]=2)=[CH:4][C:3]=1[CH3:17].[H-].[Na+].[CH2:20]1COCC1. (2) Given the product [F:22][CH:2]([F:1])[O:3][C:4]1[N:8]([CH3:9])[N:7]=[C:6]([C:10]2[CH:15]=[CH:14][C:13]([OH:16])=[C:12]([CH3:20])[CH:11]=2)[C:5]=1[CH3:21], predict the reactants needed to synthesize it. The reactants are: [F:1][CH:2]([F:22])[O:3][C:4]1[N:8]([CH3:9])[N:7]=[C:6]([C:10]2[CH:15]=[CH:14][C:13]([O:16]C(C)C)=[C:12]([CH3:20])[CH:11]=2)[C:5]=1[CH3:21].S(=O)(=O)(O)O. (3) The reactants are: Br[C:2]1[C:3]([N:22]2[CH2:26][CH2:25][C@@H:24]([OH:27])[CH2:23]2)=[N:4][CH:5]=[C:6]([CH:21]=1)[C:7]([NH:9][C:10]1[CH:15]=[CH:14][C:13]([O:16][C:17]([F:20])([F:19])[F:18])=[CH:12][CH:11]=1)=[O:8].[Cl:28][C:29]1[C:34]([F:35])=[CH:33][C:32](B2OC(C)(C)C(C)(C)O2)=[CH:31][N:30]=1.C([O-])(O)=O.[Na+]. Given the product [Cl:28][C:29]1[N:30]=[CH:31][C:32]([C:2]2[C:3]([N:22]3[CH2:26][CH2:25][C@@H:24]([OH:27])[CH2:23]3)=[N:4][CH:5]=[C:6]([C:7]([NH:9][C:10]3[CH:11]=[CH:12][C:13]([O:16][C:17]([F:18])([F:20])[F:19])=[CH:14][CH:15]=3)=[O:8])[CH:21]=2)=[CH:33][C:34]=1[F:35], predict the reactants needed to synthesize it. (4) Given the product [CH2:21]([O:10][C:9](=[O:11])[CH2:8][C:5]1[CH:4]=[CH:3][C:2]([S:1][CH2:19][CH3:20])=[CH:7][CH:6]=1)[CH3:22], predict the reactants needed to synthesize it. The reactants are: [SH:1][C:2]1[CH:7]=[CH:6][C:5]([CH2:8][C:9]([OH:11])=[O:10])=[CH:4][CH:3]=1.C(=O)([O-])[O-].[K+].[K+].I[CH2:19][CH3:20].[C:21](OCC)(=O)[CH3:22]. (5) Given the product [CH3:1][O:2][C:3]1[C:4]([NH2:11])=[N:5][CH:6]=[C:7]([S:9][CH3:10])[CH:8]=1, predict the reactants needed to synthesize it. The reactants are: [CH3:1][O:2][C:3]1[C:4]([N+:11]([O-])=O)=[N:5][CH:6]=[C:7]([S:9][CH3:10])[CH:8]=1.[Sn](Cl)Cl. (6) The reactants are: [C:9](O[C:9]([O:11][C:12]([CH3:15])([CH3:14])[CH3:13])=[O:10])([O:11][C:12]([CH3:15])([CH3:14])[CH3:13])=[O:10].[NH2:16][CH:17]([C:20]1[CH:30]=[CH:29][C:23]([C:24]([O:26][CH2:27][CH3:28])=[O:25])=[CH:22][CH:21]=1)[CH2:18][F:19].C(N(CC)CC)C. Given the product [C:12]([O:11][C:9]([NH:16][CH:17]([C:20]1[CH:30]=[CH:29][C:23]([C:24]([O:26][CH2:27][CH3:28])=[O:25])=[CH:22][CH:21]=1)[CH2:18][F:19])=[O:10])([CH3:13])([CH3:14])[CH3:15], predict the reactants needed to synthesize it. (7) The reactants are: [N:1]1([C:7]2[CH:12]=[CH:11][C:10](/[C:13](/[CH3:18])=[CH:14]/[C:15]([OH:17])=O)=[CH:9][CH:8]=2)[CH2:6][CH2:5][CH2:4][CH2:3][CH2:2]1.[NH3:19].[CH3:20][N:21]([CH:23]=O)C. Given the product [CH:20]1[C:11]2[C:10](=[C:9]([NH:19][C:15](=[O:17])/[CH:14]=[C:13](/[C:10]3[CH:9]=[CH:8][C:7]([N:1]4[CH2:2][CH2:3][CH2:4][CH2:5][CH2:6]4)=[CH:12][CH:11]=3)\[CH3:18])[CH:8]=[CH:7][CH:12]=2)[CH:13]=[CH:23][N:21]=1, predict the reactants needed to synthesize it.